Dataset: Full USPTO retrosynthesis dataset with 1.9M reactions from patents (1976-2016). Task: Predict the reactants needed to synthesize the given product. (1) Given the product [F:29][C:28]([F:31])([F:30])[S:25]([O:18][C:11]1[CH:12]=[C:13]2[O:17][CH2:16][O:15][C:14]2=[C:9]([C:4]2[CH:5]=[CH:6][CH:7]=[CH:8][C:3]=2[O:2][CH3:1])[CH:10]=1)(=[O:27])=[O:26], predict the reactants needed to synthesize it. The reactants are: [CH3:1][O:2][C:3]1[CH:8]=[CH:7][CH:6]=[CH:5][C:4]=1[C:9]1[CH:10]=[C:11]([OH:18])[CH:12]=[C:13]2[O:17][CH2:16][O:15][C:14]=12.N1C=CC=CC=1.[S:25](O[S:25]([C:28]([F:31])([F:30])[F:29])(=[O:27])=[O:26])([C:28]([F:31])([F:30])[F:29])(=[O:27])=[O:26]. (2) Given the product [C:22]([C:24]1[CH:29]=[CH:28][C:27]([N:18]2[CH2:19][CH2:20][C@H:16]([NH:15][C@@H:13]([C:3]3[C:12]4[C:7](=[CH:8][CH:9]=[CH:10][CH:11]=4)[CH:6]=[CH:5][CH:4]=3)[CH3:14])[CH2:17]2)=[CH:26][CH:25]=1)(=[O:23])[CH3:21], predict the reactants needed to synthesize it. The reactants are: Cl.Cl.[C:3]1([C@H:13]([NH:15][C@H:16]2[CH2:20][CH2:19][NH:18][CH2:17]2)[CH3:14])[C:12]2[C:7](=[CH:8][CH:9]=[CH:10][CH:11]=2)[CH:6]=[CH:5][CH:4]=1.[CH3:21][C:22]([C:24]1[CH:29]=[CH:28][C:27](Br)=[CH:26][CH:25]=1)=[O:23].CC(C)([O-])C.[Na+].C1(C2C=CC=CC=2)C=CC=CC=1P(C(C)(C)C)C(C)(C)C. (3) Given the product [C:10]([C:9]1[CH:12]=[CH:13][C:6]([N:1]2[C:5]([B:22]([OH:27])[OH:23])=[CH:4][CH:3]=[N:2]2)=[CH:7][CH:8]=1)#[N:11], predict the reactants needed to synthesize it. The reactants are: [N:1]1([C:6]2[CH:13]=[CH:12][C:9]([C:10]#[N:11])=[CH:8][CH:7]=2)[CH:5]=[CH:4][CH:3]=[N:2]1.C([N-]C(C)C)(C)C.[Li+].[B:22](OC(C)C)([O:27]C(C)C)[O:23]C(C)C.Cl.